From a dataset of Reaction yield outcomes from USPTO patents with 853,638 reactions. Predict the reaction yield, written as a fraction of the theoretical maximum amount of product (1.0 means a 100% yield; for example, 0.34 means a 34% yield). (1) The reactants are [NH2:1][C@@H:2]([C:6]([OH:8])=[O:7])[C@@H:3]([CH3:5])[OH:4].C([O-])([O-])=O.[K+].[K+].F[C:16]1[CH:23]=[CH:22][C:19]([C:20]#[N:21])=[C:18]([C:24]([F:27])([F:26])[F:25])[CH:17]=1. The catalyst is CS(C)=O. The product is [C:20]([C:19]1[CH:22]=[CH:23][C:16]([NH:1][C@H:2]([C@H:3]([OH:4])[CH3:5])[C:6]([OH:8])=[O:7])=[CH:17][C:18]=1[C:24]([F:25])([F:26])[F:27])#[N:21]. The yield is 1.00. (2) The reactants are [NH2:1][C:2]1[N:3]([CH3:33])[C:4](=[O:32])[C@:5]2([N:31]=1)[C:14]1[C:9](=[CH:10][CH:11]=[C:12]([C:15]3[CH:16]=[N:17][CH:18]=[C:19]([Cl:21])[CH:20]=3)[CH:13]=1)[CH2:8][C@@:7]([CH2:23][C:24]1[CH:29]=[CH:28][C:27](Br)=[CH:26][CH:25]=1)([CH3:22])[CH2:6]2.N[C:35]1[N:36]([CH3:66])C(=O)[C@:38]2([N:64]=1)[C:47]1C(=CC=C(C3C=NC=C(Cl)C=3)C=1)C[C@](CC1C=CC(Br)=CC=1)(C)C2. No catalyst specified. The product is [NH2:1][C:2]1[N:3]([CH3:33])[C:4](=[O:32])[C@:5]2([N:31]=1)[C:14]1[C:9](=[CH:10][CH:11]=[C:12]([C:15]3[CH:16]=[N:17][CH:18]=[C:19]([Cl:21])[CH:20]=3)[CH:13]=1)[CH2:8][C@@:7]([CH3:22])([CH2:23][C:24]1[CH:29]=[CH:28][C:27]([C:47]3[CH:66]=[N:36][CH:35]=[N:64][CH:38]=3)=[CH:26][CH:25]=1)[CH2:6]2. The yield is 0.140. (3) The reactants are [NH2:1][C@@H:2]([CH2:8][C:9]1[CH:14]=[CH:13][CH:12]=[CH:11][CH:10]=1)[C@H:3]([OH:7])[C:4]([OH:6])=[O:5].CCN(CC)CC.Cl[C:23]([C:25]1[C:26]([CH3:35])=[C:27]([O:31][C:32](=[O:34])[CH3:33])[CH:28]=[CH:29][CH:30]=1)=[O:24].Cl.[Na+].[Cl-]. The catalyst is C1COCC1.O. The product is [C:32]([O:31][C:27]1[C:26]([CH3:35])=[C:25]([CH:30]=[CH:29][CH:28]=1)[C:23]([NH:1][C@@H:2]([CH2:8][C:9]1[CH:14]=[CH:13][CH:12]=[CH:11][CH:10]=1)[C@H:3]([OH:7])[C:4]([OH:6])=[O:5])=[O:24])(=[O:34])[CH3:33]. The yield is 0.920. (4) The reactants are [CH3:1][NH:2][C:3]1[CH:8]=[CH:7][CH:6]=[CH:5][C:4]=1[OH:9].Br[CH:11](Br)[CH3:12].C(=O)([O-])[O-].[K+].[K+]. The catalyst is CC(C)=O.O. The product is [CH3:1][N:2]1[C:3]2[CH:8]=[CH:7][CH:6]=[CH:5][C:4]=2[O:9][CH2:12][CH2:11]1. The yield is 0.790. (5) The reactants are C(O[K])(C)(C)C.[F:7][C:8]([F:12])([F:11])[CH2:9][OH:10].F[C:14]1[CH:15]=[CH:16][C:17]([N+:41]([O-])=O)=[C:18]([CH:40]=1)[C:19]([NH:21][C:22]1[CH:27]=[CH:26][C:25]([CH2:28][CH2:29][C:30]2[CH:39]=[CH:38][C:33]([C:34]([O:36][CH3:37])=[O:35])=[CH:32][CH:31]=2)=[CH:24][CH:23]=1)=[O:20].[Cl-].[NH4+]. The catalyst is C(O)(=O)CC(CC(O)=O)(C(O)=O)O.C(O)C.[Fe].O.CCOCC.C1COCC1. The product is [NH2:41][C:17]1[CH:16]=[CH:15][C:14]([O:10][CH2:9][C:8]([F:12])([F:11])[F:7])=[CH:40][C:18]=1[C:19]([NH:21][C:22]1[CH:23]=[CH:24][C:25]([CH2:28][CH2:29][C:30]2[CH:31]=[CH:32][C:33]([C:34]([O:36][CH3:37])=[O:35])=[CH:38][CH:39]=2)=[CH:26][CH:27]=1)=[O:20]. The yield is 0.740. (6) The reactants are [OH:1][CH2:2][C@:3]12[CH2:37][CH2:36][C@@H:35]([C:38]([CH3:40])=[CH2:39])[C@@H:4]1[C@@H:5]1[C@@:18]([CH3:21])([CH2:19][CH2:20]2)[C@@:17]2([CH3:22])[C@@H:8]([C@:9]3([CH3:34])[C@@H:14]([CH2:15][CH2:16]2)[C:13]([CH3:24])([CH3:23])[C:12]([C:25]2[CH:33]=[CH:32][C:28]([C:29]([OH:31])=[O:30])=[CH:27][CH:26]=2)=[CH:11][CH2:10]3)[CH2:7][CH2:6]1.[CH3:41][Si](C=[N+]=[N-])(C)C. The catalyst is C(Cl)Cl.CO. The product is [OH:1][CH2:2][C@:3]12[CH2:37][CH2:36][C@@H:35]([C:38]([CH3:40])=[CH2:39])[C@@H:4]1[C@@H:5]1[C@@:18]([CH3:21])([CH2:19][CH2:20]2)[C@@:17]2([CH3:22])[C@@H:8]([C@:9]3([CH3:34])[C@@H:14]([CH2:15][CH2:16]2)[C:13]([CH3:24])([CH3:23])[C:12]([C:25]2[CH:33]=[CH:32][C:28]([C:29]([O:31][CH3:41])=[O:30])=[CH:27][CH:26]=2)=[CH:11][CH2:10]3)[CH2:7][CH2:6]1. The yield is 1.00. (7) The reactants are Cl[C:2]1[O:3][CH:4]=[C:5]([C:7]([N:9]2[CH2:14][CH2:13][N:12]([C:15]([O:17][C:18]([CH3:21])([CH3:20])[CH3:19])=[O:16])[CH2:11][CH:10]2[CH2:22][O:23][C:24]2[CH:25]=[N:26][CH:27]=[CH:28][CH:29]=2)=[O:8])[N:6]=1.[CH3:30][O:31][C:32]1[CH:37]=[CH:36][C:35]([NH2:38])=[CH:34][CH:33]=1.C(=O)([O-])[O-].[K+].[K+]. The catalyst is C1COCC1. The product is [CH3:30][O:31][C:32]1[CH:37]=[CH:36][C:35]([NH:38][C:2]2[O:3][CH:4]=[C:5]([C:7]([N:9]3[CH2:14][CH2:13][N:12]([C:15]([O:17][C:18]([CH3:21])([CH3:20])[CH3:19])=[O:16])[CH2:11][CH:10]3[CH2:22][O:23][C:24]3[CH:25]=[N:26][CH:27]=[CH:28][CH:29]=3)=[O:8])[N:6]=2)=[CH:34][CH:33]=1. The yield is 0.250. (8) The product is [CH3:1][N:2]1[C:6]2[CH:7]=[CH:8][C:9]3[CH:10]=[CH:11][CH:12]=[N:13][C:14]=3[C:5]=2[N:4]=[C:3]1[CH:15]=[O:16]. The reactants are [CH3:1][N:2]1[C:6]2[CH:7]=[CH:8][C:9]3[CH:10]=[CH:11][CH:12]=[N:13][C:14]=3[C:5]=2[N:4]=[C:3]1[CH2:15][OH:16]. The yield is 0.675. The catalyst is C(Cl)Cl.[O-2].[Mn+4].[O-2]. (9) The reactants are [OH-].[Na+:2].[Br:3][C:4]1[N:5]([C:14]2[C:23]3[C:18](=[CH:19][CH:20]=[CH:21][CH:22]=3)[C:17]([CH:24]3[CH2:26][CH2:25]3)=[CH:16][CH:15]=2)[C:6]([S:9][CH2:10][C:11]([OH:13])=[O:12])=[N:7][N:8]=1. The catalyst is C(O)C. The product is [Br:3][C:4]1[N:5]([C:14]2[C:23]3[C:18](=[CH:19][CH:20]=[CH:21][CH:22]=3)[C:17]([CH:24]3[CH2:26][CH2:25]3)=[CH:16][CH:15]=2)[C:6]([S:9][CH2:10][C:11]([O-:13])=[O:12])=[N:7][N:8]=1.[Na+:2]. The yield is 1.00. (10) The product is [Br:7][C:8]1[C:9]([CH3:20])=[C:10]([CH3:19])[C:11]2[O:15][C:14]3([CH2:26][CH2:25][O:24][CH2:23][CH2:22]3)[C:13](=[O:16])[C:12]=2[C:17]=1[CH3:18]. The yield is 0.0800. The reactants are CC(C)([O-])C.[K+].[Br:7][C:8]1[C:9]([CH3:20])=[C:10]([CH3:19])[C:11]2[O:15][CH2:14][C:13](=[O:16])[C:12]=2[C:17]=1[CH3:18].Br[CH2:22][CH2:23][O:24][CH2:25][CH2:26]Br.[Cl-].[NH4+]. The catalyst is C1COCC1.